This data is from Full USPTO retrosynthesis dataset with 1.9M reactions from patents (1976-2016). The task is: Predict the reactants needed to synthesize the given product. (1) Given the product [Br:21][C:18]1[CH:19]=[CH:20][C:15]([C:13]2[N:10]=[C:7]3[CH:6]=[CH:5][C:4]([N+:1]([O-:3])=[O:2])=[CH:9][N:8]3[CH:12]=2)=[CH:16][CH:17]=1, predict the reactants needed to synthesize it. The reactants are: [N+:1]([C:4]1[CH:5]=[CH:6][C:7]([NH2:10])=[N:8][CH:9]=1)([O-:3])=[O:2].Br[CH2:12][C:13]([C:15]1[CH:20]=[CH:19][C:18]([Br:21])=[CH:17][CH:16]=1)=O. (2) Given the product [CH2:1]([N:8]1[CH2:12][CH2:11][CH:10]([CH2:13][O:14][S:23]([CH3:22])(=[O:25])=[O:24])[CH2:9]1)[C:2]1[CH:7]=[CH:6][CH:5]=[CH:4][CH:3]=1, predict the reactants needed to synthesize it. The reactants are: [CH2:1]([N:8]1[CH2:12][CH2:11][CH:10]([CH2:13][OH:14])[CH2:9]1)[C:2]1[CH:7]=[CH:6][CH:5]=[CH:4][CH:3]=1.C(N(CC)CC)C.[CH3:22][S:23](Cl)(=[O:25])=[O:24]. (3) Given the product [CH3:20][O:19][C:14]1[CH:15]=[CH:16][CH:17]=[CH:18][C:13]=1[C:12]1[N:6]2[C:7]([CH:8]=[N:9][C:4]([NH:32][C:29]3[CH:30]=[CH:31][C:26]4[O:25][CH2:24][CH2:23][N:22]([CH3:21])[C:27]=4[CH:28]=3)=[N:5]2)=[CH:10][CH:11]=1, predict the reactants needed to synthesize it. The reactants are: CS([C:4]1[N:9]=[CH:8][C:7]2=[CH:10][CH:11]=[C:12]([C:13]3[CH:18]=[CH:17][CH:16]=[CH:15][C:14]=3[O:19][CH3:20])[N:6]2[N:5]=1)=O.[CH3:21][N:22]1[C:27]2[CH:28]=[C:29]([NH2:32])[CH:30]=[CH:31][C:26]=2[O:25][CH2:24][CH2:23]1. (4) Given the product [ClH:52].[NH2:27][C:22]1([CH3:21])[CH2:26][CH2:25][N:24]([C:3]2[C:2]([Br:1])=[CH:7][N:6]=[C:5]3[NH:8][CH:9]=[C:10]([NH:11][C:12](=[O:19])[C:13]4[CH:18]=[CH:17][CH:16]=[N:15][CH:14]=4)[C:4]=23)[CH2:23]1, predict the reactants needed to synthesize it. The reactants are: [Br:1][C:2]1[C:3](F)=[C:4]2[C:10]([NH:11][C:12](=[O:19])[C:13]3[CH:18]=[CH:17][CH:16]=[N:15][CH:14]=3)=[CH:9][NH:8][C:5]2=[N:6][CH:7]=1.[CH3:21][C:22]1([NH:27]C(=O)OC(C)(C)C)[CH2:26][CH2:25][NH:24][CH2:23]1.CCN(C(C)C)C(C)C.C(O)(C(F)(F)F)=O.C(Cl)[Cl:52]. (5) Given the product [CH3:1][N:2]1[C:10]2[C:5](=[N:6][C:7]([C@@H:17]([NH:19][C:21]3[N:29]=[C:28]([NH2:30])[N:27]=[C:26]4[C:22]=3[N:23]=[CH:24][NH:25]4)[CH3:18])=[C:8]([N:11]3[CH2:12][CH2:13][O:14][CH2:15][CH2:16]3)[CH:9]=2)[CH:4]=[CH:3]1, predict the reactants needed to synthesize it. The reactants are: [CH3:1][N:2]1[C:10]2[C:5](=[N:6][C:7]([C@@H:17]([NH2:19])[CH3:18])=[C:8]([N:11]3[CH2:16][CH2:15][O:14][CH2:13][CH2:12]3)[CH:9]=2)[CH:4]=[CH:3]1.Cl[C:21]1[N:29]=[C:28]([NH2:30])[N:27]=[C:26]2[C:22]=1[N:23]=[CH:24][NH:25]2.CCN(CC)CC.